This data is from Reaction yield outcomes from USPTO patents with 853,638 reactions. The task is: Predict the reaction yield, written as a fraction of the theoretical maximum amount of product (1.0 means a 100% yield; for example, 0.34 means a 34% yield). (1) The reactants are [O:1]1[CH:5]=[CH:4][CH:3]=[C:2]1[C:6](=O)/[CH:7]=[N:8]/[OH:9].C1(C)C=CC(S(O)(=O)=O)=CC=1.[NH2:22][CH:23]([C:26]#[N:27])[C:24]#[N:25]. The catalyst is CC(O)C. The product is [NH2:27][C:26]1[C:23]([C:24]#[N:25])=[N:22][C:6]([C:2]2[O:1][CH:5]=[CH:4][CH:3]=2)=[CH:7][N+:8]=1[O-:9]. The yield is 0.920. (2) The reactants are Cl.[NH2:2][C:3]1[C:4]([CH3:28])=[C:5]2[C:10]([NH:11][C:12]3[CH:17]=[CH:16][C:15]([O:18][C:19]4[CH:24]=[CH:23][CH:22]=[CH:21][CH:20]=4)=[CH:14][CH:13]=3)=[C:9]([C:25]#[N:26])[CH:8]=[N:7][N:6]2[CH:27]=1.CN1CCOCC1.[CH3:36][S:37](Cl)(=[O:39])=[O:38].C(O)(=O)CC(CC(O)=O)(C(O)=O)O. The catalyst is C(Cl)Cl. The product is [C:25]([C:9]1[CH:8]=[N:7][N:6]2[CH:27]=[C:3]([NH:2][S:37]([CH3:36])(=[O:39])=[O:38])[C:4]([CH3:28])=[C:5]2[C:10]=1[NH:11][C:12]1[CH:13]=[CH:14][C:15]([O:18][C:19]2[CH:24]=[CH:23][CH:22]=[CH:21][CH:20]=2)=[CH:16][CH:17]=1)#[N:26]. The yield is 0.450. (3) The reactants are [Si](Cl)(C(C)(C)C)(C)[CH3:2].N1C=CN=C1.[CH2:14]([O:21][C:22]1[C:30]([CH2:31][CH:32]([OH:42])[CH2:33][O:34][Si:35]([C:38]([CH3:41])([CH3:40])[CH3:39])([CH3:37])[CH3:36])=[CH:29][CH:28]=[C:27]2[C:23]=1[CH2:24][CH2:25][CH2:26]2)[C:15]1[CH:20]=[CH:19][CH:18]=[CH:17][CH:16]=1. No catalyst specified. The product is [CH2:14]([O:21][C:22]1[C:23]2[C:27](=[CH:26][CH:2]=[CH:25][CH:24]=2)[CH:28]=[CH:29][C:30]=1[CH2:31][CH:32]([OH:42])[CH2:33][O:34][Si:35]([C:38]([CH3:40])([CH3:39])[CH3:41])([CH3:37])[CH3:36])[C:15]1[CH:20]=[CH:19][CH:18]=[CH:17][CH:16]=1. The yield is 0.830. (4) The reactants are C[C:2]1[C:3](C)=[C:4]([C:16]#[C:17]CO)[CH:5]=[CH:6][C:7]=1[C:8](=[O:15])[C:9]1[CH:14]=[CH:13][CH:12]=[CH:11][CH:10]=1.[OH-].[Na+]. The catalyst is C1(C)C=CC=CC=1. The product is [C:8]([C:7]1[CH:2]=[CH:3][C:4]([C:16]#[CH:17])=[CH:5][CH:6]=1)(=[O:15])[C:9]1[CH:10]=[CH:11][CH:12]=[CH:13][CH:14]=1. The yield is 0.760.